The task is: Predict the reactants needed to synthesize the given product.. This data is from Full USPTO retrosynthesis dataset with 1.9M reactions from patents (1976-2016). The reactants are: [C:1]([O:5][C:6]([N:8]1[CH2:13][C:12]([CH3:15])([CH3:14])[O:11][CH2:10][CH:9]1[C:16](O)=O)=[O:7])([CH3:4])([CH3:3])[CH3:2].C(N(CC)CC)C.C(Cl)(=O)OCC(C)C.[NH2:34][C:35]1[CH:39]=[C:38]([Br:40])[S:37][C:36]=1[C:41]([NH2:43])=[O:42]. Given the product [Br:40][C:38]1[S:37][C:36]2[C:41](=[O:42])[NH:43][C:16]([CH:9]3[N:8]([C:6]([O:5][C:1]([CH3:2])([CH3:3])[CH3:4])=[O:7])[CH2:13][C:12]([CH3:14])([CH3:15])[O:11][CH2:10]3)=[N:34][C:35]=2[CH:39]=1, predict the reactants needed to synthesize it.